Dataset: Catalyst prediction with 721,799 reactions and 888 catalyst types from USPTO. Task: Predict which catalyst facilitates the given reaction. (1) Reactant: [C:1]([C:3]1[CH:8]=[CH:7][C:6]([CH2:9]O)=[CH:5][CH:4]=1)#[CH:2].P(Br)(Br)[Br:12]. Product: [Br:12][CH2:9][C:6]1[CH:7]=[CH:8][C:3]([C:1]#[CH:2])=[CH:4][CH:5]=1. The catalyst class is: 2. (2) Reactant: Br[C:2]1[N:7]=[C:6]([C:8]2[C:16]3[C:11](=[N:12][C:13]([NH:17][CH2:18][CH2:19][N:20]4[CH2:25][CH2:24][O:23][CH2:22][CH2:21]4)=[N:14][CH:15]=3)[N:10]([CH2:26][O:27][CH2:28][CH2:29][Si:30]([CH3:33])([CH3:32])[CH3:31])[N:9]=2)[CH:5]=[CH:4][CH:3]=1.[Cl:34][C:35]1[CH:36]=[C:37]([CH:40]=[CH:41][CH:42]=1)[CH2:38][NH2:39].CN(C1C(C2C(P(C3CCCCC3)C3CCCCC3)=CC=CC=2)=CC=CC=1)C.C(O[Na])(C)(C)C. Product: [Cl:34][C:35]1[CH:36]=[C:37]([CH:40]=[CH:41][CH:42]=1)[CH2:38][NH:39][C:2]1[N:7]=[C:6]([C:8]2[C:16]3[C:11](=[N:12][C:13]([NH:17][CH2:18][CH2:19][N:20]4[CH2:25][CH2:24][O:23][CH2:22][CH2:21]4)=[N:14][CH:15]=3)[N:10]([CH2:26][O:27][CH2:28][CH2:29][Si:30]([CH3:33])([CH3:32])[CH3:31])[N:9]=2)[CH:5]=[CH:4][CH:3]=1. The catalyst class is: 102. (3) Reactant: [C:1]1([CH3:11])[CH:6]=[CH:5][C:4]([S:7](Cl)(=[O:9])=[O:8])=[CH:3][CH:2]=1.[F:12][C:13]([F:20])([F:19])[C:14]1([CH2:17][OH:18])[CH2:16][CH2:15]1.C(N(CC)CC)C. Product: [F:12][C:13]([F:20])([F:19])[C:14]1([CH2:17][O:18][S:7]([C:4]2[CH:5]=[CH:6][C:1]([CH3:11])=[CH:2][CH:3]=2)(=[O:9])=[O:8])[CH2:16][CH2:15]1. The catalyst class is: 79. (4) Reactant: [C:1]([N:20]1[CH:24]=[C:23]([CH2:25][O:26][CH2:27][C:28](O)=[O:29])[N:22]=[CH:21]1)([C:14]1[CH:19]=[CH:18][CH:17]=[CH:16][CH:15]=1)([C:8]1[CH:13]=[CH:12][CH:11]=[CH:10][CH:9]=1)[C:2]1[CH:7]=[CH:6][CH:5]=[CH:4][CH:3]=1.Cl.[CH3:32][NH:33][O:34][CH3:35].C(N(CC)CC)C. Product: [CH3:35][O:34][N:33]([CH3:32])[C:28](=[O:29])[CH2:27][O:26][CH2:25][C:23]1[N:22]=[CH:21][N:20]([C:1]([C:14]2[CH:15]=[CH:16][CH:17]=[CH:18][CH:19]=2)([C:8]2[CH:9]=[CH:10][CH:11]=[CH:12][CH:13]=2)[C:2]2[CH:3]=[CH:4][CH:5]=[CH:6][CH:7]=2)[CH:24]=1. The catalyst class is: 4. (5) Reactant: [Cl:1][C:2]1[CH:7]=[C:6]([Cl:8])[CH:5]=[C:4]([Cl:9])[C:3]=1[N:10]1[C:14]2=[N:15][C:16]([CH2:20][C:21]3[CH:26]=[CH:25][C:24]([NH2:27])=[CH:23][CH:22]=3)=[N:17][C:18](=[O:19])[C:13]2=[C:12]([CH:28]([CH3:30])[CH3:29])[NH:11]1.CCN(CC)CC.Cl[CH2:39][CH2:40][S:41](Cl)(=[O:43])=[O:42].C(O)(=O)CC(CC(O)=O)(C(O)=O)O. Product: [Cl:1][C:2]1[CH:7]=[C:6]([Cl:8])[CH:5]=[C:4]([Cl:9])[C:3]=1[N:10]1[C:14]2=[N:15][C:16]([CH2:20][C:21]3[CH:26]=[CH:25][C:24]([NH:27][S:41]([CH:40]=[CH2:39])(=[O:43])=[O:42])=[CH:23][CH:22]=3)=[N:17][C:18](=[O:19])[C:13]2=[C:12]([CH:28]([CH3:30])[CH3:29])[NH:11]1. The catalyst class is: 1. (6) Reactant: [S:1](Cl)([C:4]1[CH:10]=[CH:9][C:7]([CH3:8])=[CH:6][CH:5]=1)(=[O:3])=[O:2].[CH2:12]([OH:17])[CH2:13][CH2:14][C:15]#[CH:16].[OH-].[K+]. Product: [C:7]1([CH3:8])[CH:9]=[CH:10][C:4]([S:1]([O:17][CH2:12][CH2:13][CH2:14][C:15]#[CH:16])(=[O:3])=[O:2])=[CH:5][CH:6]=1. The catalyst class is: 27.